Dataset: Forward reaction prediction with 1.9M reactions from USPTO patents (1976-2016). Task: Predict the product of the given reaction. (1) Given the reactants [C:1]([O:5][C:6]([NH:8][C:9]1[N:10]=[C:11]([C:15]([O:17]C)=[O:16])[N:12]([CH3:14])[CH:13]=1)=[O:7])([CH3:4])([CH3:3])[CH3:2].[OH-].[Na+], predict the reaction product. The product is: [C:1]([O:5][C:6]([NH:8][C:9]1[N:10]=[C:11]([C:15]([OH:17])=[O:16])[N:12]([CH3:14])[CH:13]=1)=[O:7])([CH3:4])([CH3:2])[CH3:3]. (2) Given the reactants C(O[C:6](=O)[N:7]([C:9]1[CH:14]=[CH:13][C:12]([C:15]2[CH:16]=[N:17][C:18]3[N:19]([CH:21]=[C:22]([C:24]4[CH:29]=[C:28]([NH:30][C:31]([N:33]5[CH2:37][CH2:36][CH2:35][CH2:34]5)=[O:32])[CH:27]=[CH:26][C:25]=4[Cl:38])[N:23]=3)[CH:20]=2)=[CH:11][CH:10]=1)C)(C)(C)C.C(O)(C(F)(F)F)=O, predict the reaction product. The product is: [Cl:38][C:25]1[CH:26]=[CH:27][C:28]([NH:30][C:31]([N:33]2[CH2:34][CH2:35][CH2:36][CH2:37]2)=[O:32])=[CH:29][C:24]=1[C:22]1[N:23]=[C:18]2[N:17]=[CH:16][C:15]([C:12]3[CH:11]=[CH:10][C:9]([NH:7][CH3:6])=[CH:14][CH:13]=3)=[CH:20][N:19]2[CH:21]=1. (3) Given the reactants [Cl:1][C:2]1[CH:7]=[CH:6][C:5]([NH:8][C:9]2[C:18]3[C:13](=[CH:14][CH:15]=[CH:16][CH:17]=3)[N:12]=[C:11]([C:19]3[CH:24]=[CH:23][CH:22]=[C:21]([O:25]C)[N:20]=3)[N:10]=2)=[CH:4][CH:3]=1.Br.C(=O)([O-])O.[Na+], predict the reaction product. The product is: [Cl:1][C:2]1[CH:7]=[CH:6][C:5]([NH:8][C:9]2[C:18]3[C:13](=[CH:14][CH:15]=[CH:16][CH:17]=3)[N:12]=[C:11]([C:19]3[N:20]=[C:21]([OH:25])[CH:22]=[CH:23][CH:24]=3)[N:10]=2)=[CH:4][CH:3]=1. (4) Given the reactants [NH2:1][C:2]1[C:11]2[C:6](=[CH:7][CH:8]=[CH:9][CH:10]=2)[C:5](Br)=[CH:4][CH:3]=1.[C:13]([Cu])#[N:14], predict the reaction product. The product is: [NH2:1][C:2]1[C:11]2[C:6](=[CH:7][CH:8]=[CH:9][CH:10]=2)[C:5]([C:13]#[N:14])=[CH:4][CH:3]=1. (5) Given the reactants C([NH:9][C:10]([NH:12][C:13]1[CH:22]=[C:21]2[C:16]([CH:17]=[CH:18][CH:19]=[C:20]2[N:23]2[CH2:28][CH2:27][N:26]([CH3:29])[CH2:25][CH2:24]2)=[CH:15][CH:14]=1)=[S:11])(=O)C1C=CC=CC=1.[OH-].[Na+], predict the reaction product. The product is: [NH2:9][C:10]([NH:12][C:13]1[CH:22]=[C:21]2[C:16]([CH:17]=[CH:18][CH:19]=[C:20]2[N:23]2[CH2:24][CH2:25][N:26]([CH3:29])[CH2:27][CH2:28]2)=[CH:15][CH:14]=1)=[S:11].